From a dataset of Full USPTO retrosynthesis dataset with 1.9M reactions from patents (1976-2016). Predict the reactants needed to synthesize the given product. (1) The reactants are: [Cl:1][C:2]1[N:3]=[CH:4][NH:5][C:6]=1[Cl:7].[OH-].[K+].[Br:10][CH2:11][CH2:12][CH3:13].[K+].[Br-].BrCC[C:19]1[C:28]2[C:23](=[CH:24][CH:25]=[CH:26][CH:27]=2)[CH:22]=[CH:21][CH:20]=1.[C:29](#N)[CH3:30]. Given the product [Br-:10].[CH2:11]([N+:3]1[C:2]([Cl:1])=[C:6]([Cl:7])[N:5]([C:27]2[C:28]3[C:23](=[CH:22][CH:21]=[CH:20][CH:19]=3)[CH:24]=[CH:25][C:26]=2[CH2:29][CH3:30])[CH:4]=1)[CH2:12][CH3:13], predict the reactants needed to synthesize it. (2) The reactants are: I[CH2:2][CH3:3].[OH:4][C@H:5]1[CH2:9][CH2:8][N:7]([C:10]([C:12]2[S:20][C:19]3[C:14](=[N:15][CH:16]=[CH:17][C:18]=3[Cl:21])[CH:13]=2)=[O:11])[CH2:6]1. Given the product [Cl:21][C:18]1[CH:17]=[CH:16][N:15]=[C:14]2[CH:13]=[C:12]([C:10]([N:7]3[CH2:8][CH2:9][C@H:5]([O:4][CH2:2][CH3:3])[CH2:6]3)=[O:11])[S:20][C:19]=12, predict the reactants needed to synthesize it. (3) Given the product [Cl:15][C:11]1[CH:12]=[C:13]2[C:8](=[CH:9][CH:10]=1)[NH:7][C:6](=[O:16])[C:5]([C@@H:3]([NH:2][C:18]1[CH:25]=[C:24]([CH3:26])[C:21]([C:22]#[N:23])=[CH:20][N:19]=1)[CH3:4])=[CH:14]2, predict the reactants needed to synthesize it. The reactants are: Cl.[NH2:2][C@H:3]([C:5]1[C:6](=[O:16])[NH:7][C:8]2[C:13]([CH:14]=1)=[CH:12][C:11]([Cl:15])=[CH:10][CH:9]=2)[CH3:4].Cl[C:18]1[CH:25]=[C:24]([CH3:26])[C:21]([C:22]#[N:23])=[CH:20][N:19]=1.C(N(CC)C(C)C)(C)C.